This data is from Forward reaction prediction with 1.9M reactions from USPTO patents (1976-2016). The task is: Predict the product of the given reaction. (1) Given the reactants [Br:1][C:2]1[C:6]2[CH:7]=[N:8][CH:9]=[C:10]([Br:11])[C:5]=2[O:4][C:3]=1[C:12]([OH:14])=O.C(C1NC=CN=1)(C1NC=CN=1)=O.[NH2:27][C:28]([CH3:32])([CH3:31])[CH2:29][OH:30], predict the reaction product. The product is: [OH:30][CH2:29][C:28]([NH:27][C:12]([C:3]1[O:4][C:5]2[C:10]([Br:11])=[CH:9][N:8]=[CH:7][C:6]=2[C:2]=1[Br:1])=[O:14])([CH3:32])[CH3:31]. (2) The product is: [CH2:1]([N:8]1[CH:12]=[C:11]([CH:13]=[O:14])[C:10]([O:15][CH2:16][C:17]2[CH:22]=[CH:21][C:20]([O:23][CH2:24][C:25]3[N:26]=[C:27]([C:31]4[O:32][CH:33]=[CH:34][CH:35]=4)[O:28][C:29]=3[CH3:30])=[C:19]([O:36][CH2:37][C:38]3[CH:39]=[CH:40][CH:41]=[CH:42][CH:43]=3)[CH:18]=2)=[N:9]1)[C:2]1[CH:7]=[CH:6][CH:5]=[CH:4][CH:3]=1. Given the reactants [CH2:1]([N:8]1[CH:12]=[C:11]([CH2:13][OH:14])[C:10]([O:15][CH2:16][C:17]2[CH:22]=[CH:21][C:20]([O:23][CH2:24][C:25]3[N:26]=[C:27]([C:31]4[O:32][CH:33]=[CH:34][CH:35]=4)[O:28][C:29]=3[CH3:30])=[C:19]([O:36][CH2:37][C:38]3[CH:43]=[CH:42][CH:41]=[CH:40][CH:39]=3)[CH:18]=2)=[N:9]1)[C:2]1[CH:7]=[CH:6][CH:5]=[CH:4][CH:3]=1, predict the reaction product. (3) The product is: [Cl:1][C:2]1[CH:3]=[CH:4][C:5]([S:8][CH2:9][CH2:10][NH:11][CH2:12][C:13]([OH:15])=[O:14])=[CH:6][CH:7]=1. Given the reactants [Cl:1][C:2]1[CH:7]=[CH:6][C:5]([S:8][CH2:9][CH2:10][NH:11][CH2:12][C:13]([O:15]C(C)(C)C)=[O:14])=[CH:4][CH:3]=1, predict the reaction product. (4) Given the reactants C1(C2N(C)C3C=C(N4C=CC(OCC5SC(F)=C(F)C=5)=CC4=O)C=CC=3N=2)CC1.[Br:30][C:31]1[CH:32]=[C:33]([CH2:37][O:38][C:39]2[CH:44]=[CH:43][N:42]([C:45]3[CH:46]=[CH:47][C:48]4[N:52]=[C:51]([CH:53]5[CH2:55][CH2:54]5)[N:50]([CH3:56])[C:49]=4[CH:57]=3)[C:41](=[O:58])[CH:40]=2)[S:34][C:35]=1F, predict the reaction product. The product is: [Br:30][C:31]1[CH:32]=[C:33]([CH2:37][O:38][C:39]2[CH:44]=[CH:43][N:42]([C:45]3[CH:46]=[CH:47][C:48]4[N:52]=[C:51]([CH:53]5[CH2:54][CH2:55]5)[N:50]([CH3:56])[C:49]=4[CH:57]=3)[C:41](=[O:58])[CH:40]=2)[S:34][CH:35]=1.